From a dataset of Peptide-MHC class II binding affinity with 134,281 pairs from IEDB. Regression. Given a peptide amino acid sequence and an MHC pseudo amino acid sequence, predict their binding affinity value. This is MHC class II binding data. (1) The peptide sequence is SFFEEVPNIIHEAIN. The MHC is DRB1_0401 with pseudo-sequence DRB1_0401. The binding affinity (normalized) is 0.620. (2) The peptide sequence is CTNAKVTAKGVSEAN. The MHC is HLA-DPA10103-DPB10201 with pseudo-sequence HLA-DPA10103-DPB10201. The binding affinity (normalized) is 0.0939. (3) The peptide sequence is YKLGPSPKARSERPA. The MHC is HLA-DQA10501-DQB10201 with pseudo-sequence HLA-DQA10501-DQB10201. The binding affinity (normalized) is 0. (4) The peptide sequence is AASLLDEDMDALEEA. The MHC is HLA-DQA10501-DQB10301 with pseudo-sequence HLA-DQA10501-DQB10301. The binding affinity (normalized) is 0.138. (5) The peptide sequence is VKLVDANGKLHDKKS. The MHC is HLA-DQA10301-DQB10302 with pseudo-sequence HLA-DQA10301-DQB10302. The binding affinity (normalized) is 0. (6) The MHC is HLA-DPA10103-DPB10401 with pseudo-sequence HLA-DPA10103-DPB10401. The peptide sequence is IAGYKTFDGRGAQVY. The binding affinity (normalized) is 0.127.